Dataset: Catalyst prediction with 721,799 reactions and 888 catalyst types from USPTO. Task: Predict which catalyst facilitates the given reaction. (1) Reactant: [Cl:1][C:2]1[CH:17]=[CH:16][C:5]([CH2:6][N:7]2[C:12](=[O:13])[CH:11]=[CH:10][C:9]([CH:14]=[O:15])=[CH:8]2)=[CH:4][CH:3]=1.CC(C[AlH]CC(C)C)C.CCOC(C)=O. Product: [Cl:1][C:2]1[CH:3]=[CH:4][C:5]([CH2:6][N:7]2[CH:8]=[C:9]([CH2:14][OH:15])[CH:10]=[CH:11][C:12]2=[O:13])=[CH:16][CH:17]=1. The catalyst class is: 20. (2) Reactant: Cl.Cl[C:3]1[CH:8]=[CH:7][N:6]=[CH:5][CH:4]=1.[NH2:9][C:10]1[CH:24]=[CH:23][C:13]([C:14]([C:16]2[CH:21]=[CH:20][CH:19]=[CH:18][C:17]=2[CH3:22])=[O:15])=[C:12]([Cl:25])[CH:11]=1.CC([O-])(C)C.[K+]. Product: [Cl:25][C:12]1[CH:11]=[C:10]([NH:9][C:3]2[CH:8]=[CH:7][N:6]=[CH:5][CH:4]=2)[CH:24]=[CH:23][C:13]=1[C:14]([C:16]1[CH:21]=[CH:20][CH:19]=[CH:18][C:17]=1[CH3:22])=[O:15]. The catalyst class is: 16.